From a dataset of NCI-60 drug combinations with 297,098 pairs across 59 cell lines. Regression. Given two drug SMILES strings and cell line genomic features, predict the synergy score measuring deviation from expected non-interaction effect. (1) Drug 1: C1=NC2=C(N1)C(=S)N=CN2. Drug 2: CC1CCC2CC(C(=CC=CC=CC(CC(C(=O)C(C(C(=CC(C(=O)CC(OC(=O)C3CCCCN3C(=O)C(=O)C1(O2)O)C(C)CC4CCC(C(C4)OC)O)C)C)O)OC)C)C)C)OC. Cell line: A498. Synergy scores: CSS=-1.18, Synergy_ZIP=1.55, Synergy_Bliss=1.50, Synergy_Loewe=-1.58, Synergy_HSA=-1.57. (2) Drug 1: C1CN1C2=NC(=NC(=N2)N3CC3)N4CC4. Drug 2: COC1=C(C=C2C(=C1)N=CN=C2NC3=CC(=C(C=C3)F)Cl)OCCCN4CCOCC4. Cell line: T-47D. Synergy scores: CSS=33.4, Synergy_ZIP=4.89, Synergy_Bliss=4.74, Synergy_Loewe=5.65, Synergy_HSA=6.22.